From a dataset of Catalyst prediction with 721,799 reactions and 888 catalyst types from USPTO. Predict which catalyst facilitates the given reaction. (1) Reactant: [Cl:1][C:2]1[NH:6][C:5]2[C:7]([CH:12]([CH2:15][CH3:16])[CH2:13][CH3:14])=[CH:8][CH:9]=[C:10]([Cl:11])[C:4]=2[N:3]=1.[CH3:17][O:18][C:19]1[CH:26]=[CH:25][C:22]([CH2:23]Cl)=[CH:21][CH:20]=1.C(=O)([O-])[O-].[K+].[K+]. Product: [Cl:1][C:2]1[N:3]([CH2:23][C:22]2[CH:25]=[CH:26][C:19]([O:18][CH3:17])=[CH:20][CH:21]=2)[C:4]2[C:10]([Cl:11])=[CH:9][CH:8]=[C:7]([CH:12]([CH2:15][CH3:16])[CH2:13][CH3:14])[C:5]=2[N:6]=1. The catalyst class is: 35. (2) Reactant: C([N:8]([CH2:32][C@@H:33]([C:35]1[CH:40]=[CH:39][CH:38]=[C:37]([Cl:41])[CH:36]=1)[OH:34])[CH2:9][CH2:10][C:11]1[CH:16]=[CH:15][C:14]([S:17]([C:20]2[CH:30]=[CH:29][C:23]([C:24]([O:26][CH2:27][CH3:28])=[O:25])=[C:22]([OH:31])[CH:21]=2)(=[O:19])=[O:18])=[CH:13][CH:12]=1)C1C=CC=CC=1.Cl. The catalyst class is: 13. Product: [Cl:41][C:37]1[CH:36]=[C:35]([C@@H:33]([OH:34])[CH2:32][NH:8][CH2:9][CH2:10][C:11]2[CH:12]=[CH:13][C:14]([S:17]([C:20]3[CH:30]=[CH:29][C:23]([C:24]([O:26][CH2:27][CH3:28])=[O:25])=[C:22]([OH:31])[CH:21]=3)(=[O:18])=[O:19])=[CH:15][CH:16]=2)[CH:40]=[CH:39][CH:38]=1. (3) Reactant: [CH2:1]([O:5][C:6]1[CH:10]=[C:9]([CH2:11][C:12]([OH:14])=O)[N:8]([CH2:15][C:16]2[CH:21]=[CH:20][C:19]([Cl:22])=[CH:18][C:17]=2[Cl:23])[N:7]=1)[CH2:2][CH2:3][CH3:4].[CH2:24]([S:29]([NH2:32])(=[O:31])=[O:30])[CH2:25][CH2:26][CH2:27][CH3:28].N12CCCN=C1CCCCC2. Product: [CH2:1]([O:5][C:6]1[CH:10]=[C:9]([CH2:11][C:12]([NH:32][S:29]([CH2:24][CH2:25][CH2:26][CH2:27][CH3:28])(=[O:31])=[O:30])=[O:14])[N:8]([CH2:15][C:16]2[CH:21]=[CH:20][C:19]([Cl:22])=[CH:18][C:17]=2[Cl:23])[N:7]=1)[CH2:2][CH2:3][CH3:4]. The catalyst class is: 7.